Dataset: Forward reaction prediction with 1.9M reactions from USPTO patents (1976-2016). Task: Predict the product of the given reaction. Given the reactants [F:1][C:2]1[CH:7]=[CH:6][C:5]([S:8]([N:11]2[C@H:16]([C:17](O)=[O:18])[C@@H:15]3[C@@H:13]([C:14]3([CH3:21])[CH3:20])[CH2:12]2)(=[O:10])=[O:9])=[CH:4][CH:3]=1.Cl.[Br:23][C:24]1[CH:25]=[C:26]([CH:29]=[CH:30][C:31]=1[F:32])[CH2:27][NH2:28].C(N(CC)C(C)C)(C)C.CN(C(ON1N=NC2C=CC=NC1=2)=[N+](C)C)C.F[P-](F)(F)(F)(F)F, predict the reaction product. The product is: [Br:23][C:24]1[CH:25]=[C:26]([CH:29]=[CH:30][C:31]=1[F:32])[CH2:27][NH:28][C:17]([C@H:16]1[N:11]([S:8]([C:5]2[CH:6]=[CH:7][C:2]([F:1])=[CH:3][CH:4]=2)(=[O:9])=[O:10])[CH2:12][C@H:13]2[C@@H:15]1[C:14]2([CH3:21])[CH3:20])=[O:18].